Dataset: Forward reaction prediction with 1.9M reactions from USPTO patents (1976-2016). Task: Predict the product of the given reaction. (1) The product is: [OH:40][C:38]1[CH:39]=[C:34]2[C:35](=[CH:36][CH:37]=1)[C:25]([C:22]1[CH:23]=[CH:24][C:19]([C:17]([NH:16][CH2:15][CH2:14][CH2:13][CH2:12][CH2:11][C:9]([NH:44][CH2:45][C@@H:46]3[CH2:50][CH2:49][CH2:48][N:47]3[S:51]([C:54]3[CH:55]=[C:56]4[C:60](=[CH:61][CH:62]=3)[N:59]([CH3:63])[C:58](=[O:64])[C:57]34[O:65][CH2:66][CH2:67][CH2:68][O:69]3)(=[O:52])=[O:53])=[O:10])=[O:18])=[CH:20][C:21]=1[C:42]([OH:41])=[O:43])=[C:26]1[C:27](=[CH:28][C:29](=[O:32])[CH:30]=[CH:31]1)[O:33]2. Given the reactants C1C(=O)N(O[C:9]([CH2:11][CH2:12][CH2:13][CH2:14][CH2:15][NH:16][C:17]([C:19]2[CH:24]=[CH:23][C:22]3[C:25]4([O:41][C:42](=[O:43])[C:21]=3[CH:20]=2)[C:35]2[CH:36]=[CH:37][C:38]([OH:40])=[CH:39][C:34]=2[O:33][C:27]2[CH:28]=[C:29]([OH:32])[CH:30]=[CH:31][C:26]4=2)=[O:18])=[O:10])C(=O)C1.[NH2:44][CH2:45][C@@H:46]1[CH2:50][CH2:49][CH2:48][N:47]1[S:51]([C:54]1[CH:55]=[C:56]2[C:60](=[CH:61][CH:62]=1)[N:59]([CH3:63])[C:58](=[O:64])[C:57]12[O:69][CH2:68][CH2:67][CH2:66][O:65]1)(=[O:53])=[O:52], predict the reaction product. (2) Given the reactants C(O[C:6]([N:8](C)[C@@H:9]([CH2:13][C:14]([CH3:17])([CH3:16])C)[C:10](O)=O)=[O:7])(C)(C)C.[F:19][C:20]([F:37])([F:36])[C:21]1[CH:22]=[CH:23][C:24]([N:27]2[CH2:31][C@@H]3[C@@H](N)CC[C@@H]3C2)=[N:25][CH:26]=1.FC(F)(F)[C:40]1N=[C:44]([N:46]2C[C@@H]3[C@@H](N)CC[C@@H]3[CH2:47]2)[CH:43]=[CH:42][CH:41]=1, predict the reaction product. The product is: [CH3:47][NH:46][C@H:44]([C:6]([NH:8][C@@H:9]1[C@@H:13]2[C@@H:14]([CH2:16][N:27]([C:24]3[CH:23]=[CH:22][C:21]([C:20]([F:19])([F:36])[F:37])=[CH:26][N:25]=3)[CH2:31]2)[CH2:17][CH2:10]1)=[O:7])[CH2:43][CH2:42][CH2:41][CH3:40]. (3) Given the reactants [CH3:1][O:2][C:3]1[CH:8]=[CH:7][C:6]([CH2:9][NH2:10])=[CH:5][CH:4]=1.[Br:11][C:12]1[CH:13]=[CH:14][C:15]2[N:16]([CH:18]=[C:19]([C:21](OCC)=[O:22])[N:20]=2)[CH:17]=1, predict the reaction product. The product is: [Br:11][C:12]1[CH:13]=[CH:14][C:15]2[N:16]([CH:18]=[C:19]([C:21]([NH:10][CH2:9][C:6]3[CH:7]=[CH:8][C:3]([O:2][CH3:1])=[CH:4][CH:5]=3)=[O:22])[N:20]=2)[CH:17]=1. (4) Given the reactants O=[C:2]([CH2:7][CH3:8])[C:3]([O:5][CH3:6])=[O:4].C1(C)C=CC=CC=1.[NH:16]1[CH2:20][CH2:19][CH2:18][C:17]1=[O:21].O=P(Cl)(Cl)Cl, predict the reaction product. The product is: [O:21]=[C:17]1[CH2:18][CH2:19][CH2:20][N:16]1/[C:2](=[CH:7]\[CH3:8])/[C:3]([O:5][CH3:6])=[O:4]. (5) Given the reactants [F:1][C:2]1[CH:10]=[C:9]2[C:5]([C:6]([CH2:12][CH2:13][NH2:14])=[CH:7][N:8]2[CH3:11])=[CH:4][CH:3]=1.[CH2:15]([O:18][C:19]1[CH:20]=[C:21]([CH:24]=[CH:25][CH:26]=1)[CH:22]=O)[CH2:16][CH3:17].[BH4-].[Na+].[CH3:29]N1CCCC1=O, predict the reaction product. The product is: [F:1][C:2]1[CH:10]=[C:9]2[C:5]([C:6]([CH2:12][CH2:13][N:14]([CH2:22][C:21]3[CH:24]=[CH:25][CH:26]=[C:19]([O:18][CH2:15][CH2:16][CH3:17])[CH:20]=3)[CH3:29])=[CH:7][N:8]2[CH3:11])=[CH:4][CH:3]=1. (6) Given the reactants C(=O)([O-])[O-].[K+].[K+].Cl[C:8]1[C:15]([F:16])=[CH:14][C:11]([C:12]#[N:13])=[C:10]([NH:17][C:18]2[CH:19]=[C:20]3[C:25](=[CH:26][CH:27]=2)[N:24]=[CH:23][CH:22]=[CH:21]3)[N:9]=1.[NH2:28][C@H:29]([CH2:42][CH3:43])[CH2:30][N:31]1[C:39](=[O:40])[C:38]2[C:33](=[CH:34][CH:35]=[CH:36][CH:37]=2)[C:32]1=[O:41].C(=O)([O-])O.[Na+], predict the reaction product. The product is: [O:41]=[C:32]1[C:33]2[C:38](=[CH:37][CH:36]=[CH:35][CH:34]=2)[C:39](=[O:40])[N:31]1[CH2:30][C@H:29]([NH:28][C:8]1[C:15]([F:16])=[CH:14][C:11]([C:12]#[N:13])=[C:10]([NH:17][C:18]2[CH:19]=[C:20]3[C:25](=[CH:26][CH:27]=2)[N:24]=[CH:23][CH:22]=[CH:21]3)[N:9]=1)[CH2:42][CH3:43]. (7) Given the reactants [C:1]([NH:8][C@H:9]([C:17]([OH:19])=O)[CH2:10][CH2:11][S:12][C:13]([F:16])([F:15])[F:14])([O:3][C:4]([CH3:7])([CH3:6])[CH3:5])=[O:2].CN1CCOCC1.ClC(OCC(C)C)=O.[NH2:35][C:36]1[CH:41]=[CH:40][CH:39]=[CH:38][CH:37]=1, predict the reaction product. The product is: [C:36]1([NH:35][C:17]([C@@H:9]([NH:8][C:1](=[O:2])[O:3][C:4]([CH3:5])([CH3:6])[CH3:7])[CH2:10][CH2:11][S:12][C:13]([F:14])([F:15])[F:16])=[O:19])[CH:41]=[CH:40][CH:39]=[CH:38][CH:37]=1.